From a dataset of Reaction yield outcomes from USPTO patents with 853,638 reactions. Predict the reaction yield, written as a fraction of the theoretical maximum amount of product (1.0 means a 100% yield; for example, 0.34 means a 34% yield). (1) The reactants are FC(F)(F)S(OS(C(F)(F)F)(=O)=O)(=O)=O.C1C(=O)N([I:23])C(=O)C1.[Cl:24][C:25]1[CH:30]=[CH:29][C:28]([N+:31]([O-:33])=[O:32])=[C:27]([O:34][CH3:35])[CH:26]=1. The catalyst is OS(O)(=O)=O. The product is [Cl:24][C:25]1[CH:26]=[C:27]([O:34][CH3:35])[C:28]([N+:31]([O-:33])=[O:32])=[CH:29][C:30]=1[I:23]. The yield is 0.980. (2) The reactants are [OH:1][C:2]1[CH:7]=[CH:6][N:5]=[C:4]([NH:8][C:9](=[O:13])[CH2:10][O:11][CH3:12])[CH:3]=1.C1CCN2C(=NCCC2)CC1.F[C:26]1[CH:27]=[CH:28][C:29]([N+:36]([O-:38])=[O:37])=[C:30]2[C:35]=1[N:34]=[CH:33][CH:32]=[CH:31]2.O. The catalyst is CC#N. The product is [CH3:12][O:11][CH2:10][C:9]([NH:8][C:4]1[CH:3]=[C:2]([O:1][C:26]2[CH:27]=[CH:28][C:29]([N+:36]([O-:38])=[O:37])=[C:30]3[C:35]=2[N:34]=[CH:33][CH:32]=[CH:31]3)[CH:7]=[CH:6][N:5]=1)=[O:13]. The yield is 0.820. (3) The reactants are [NH2:1][C:2]([CH3:6])([CH3:5])[CH2:3][OH:4].FC(F)(F)S(O[C@H:13]([CH3:18])[C:14](OC)=[O:15])(=O)=O. No catalyst specified. The product is [CH3:18][C@H:13]1[C:14](=[O:15])[O:4][CH2:3][C:2]([CH3:6])([CH3:5])[NH:1]1. The yield is 0.630. (4) The reactants are [Cl:1][C:2]1[CH:3]=[C:4]2[C:9](=[CH:10][CH:11]=1)[N:8]=[C:7]([O:12][CH3:13])[C:6]([NH:14][C:15](=[O:19])OCC)=[N:5]2.[CH3:20][C:21]1[CH:22]=[C:23]([N:28]2[CH2:33][CH2:32][NH:31][CH2:30][CH2:29]2)[CH:24]=[C:25]([CH3:27])[CH:26]=1. No catalyst specified. The product is [Cl:1][C:2]1[CH:3]=[C:4]2[C:9](=[CH:10][CH:11]=1)[N:8]=[C:7]([O:12][CH3:13])[C:6]([NH:14][C:15]([N:31]1[CH2:32][CH2:33][N:28]([C:23]3[CH:24]=[C:25]([CH3:27])[CH:26]=[C:21]([CH3:20])[CH:22]=3)[CH2:29][CH2:30]1)=[O:19])=[N:5]2. The yield is 0.790. (5) The reactants are [CH3:1][O:2][C:3]1[CH:4]=[C:5]2[C:10](=[CH:11][C:12]=1[O:13][CH3:14])[N:9]=[CH:8][N:7]=[C:6]2[O:15][C:16]1[CH:17]=[C:18]([CH:20]=[CH:21][CH:22]=1)[NH2:19].[CH3:23][O:24][C:25]1[CH:26]=[C:27]([NH:35][C:36](=O)[O:37]C2C=CC=CC=2)[CH:28]=[C:29]([C:31]([F:34])([F:33])[F:32])[CH:30]=1. The yield is 0.460. The product is [CH3:1][O:2][C:3]1[CH:4]=[C:5]2[C:10](=[CH:11][C:12]=1[O:13][CH3:14])[N:9]=[CH:8][N:7]=[C:6]2[O:15][C:16]1[CH:17]=[C:18]([NH:19][C:36]([NH:35][C:27]2[CH:28]=[C:29]([C:31]([F:32])([F:33])[F:34])[CH:30]=[C:25]([O:24][CH3:23])[CH:26]=2)=[O:37])[CH:20]=[CH:21][CH:22]=1. No catalyst specified. (6) The reactants are O=[C:2]([C:8]1[CH:13]=[CH:12][C:11]([S:14][C:15]2[CH:20]=[CH:19][CH:18]=[CH:17][CH:16]=2)=[CH:10][CH:9]=1)[CH2:3][CH2:4][C:5]([OH:7])=[O:6]. The catalyst is Cl. The product is [C:15]1([S:14][C:11]2[CH:10]=[CH:9][C:8]([CH2:2][CH2:3][CH2:4][C:5]([OH:7])=[O:6])=[CH:13][CH:12]=2)[CH:16]=[CH:17][CH:18]=[CH:19][CH:20]=1. The yield is 0.810. (7) The reactants are [CH3:1][O:2][C:3]1[CH:18]=[CH:17][C:6]([CH2:7][O:8][CH2:9][C@H:10]2[CH2:14][O:13]C(C)(C)[O:11]2)=[CH:5][CH:4]=1.Cl.C(=O)([O-])O.[Na+]. The catalyst is CO. The product is [CH3:1][O:2][C:3]1[CH:4]=[CH:5][C:6]([CH2:7][O:8][CH2:9][C@H:10]([OH:11])[CH2:14][OH:13])=[CH:17][CH:18]=1. The yield is 0.690.